Dataset: Reaction yield outcomes from USPTO patents with 853,638 reactions. Task: Predict the reaction yield, written as a fraction of the theoretical maximum amount of product (1.0 means a 100% yield; for example, 0.34 means a 34% yield). (1) The reactants are Br[C:2]1[C:3]([O:9][CH3:10])=[N:4][C:5]([Cl:8])=[N:6][CH:7]=1.[N:11]1[CH:16]=[CH:15][CH:14]=[C:13](B(O)O)[CH:12]=1.C(=O)([O-])[O-].[K+].[K+].ClCCl. The catalyst is C1(C)C=CC=CC=1.CN(C=O)C. The product is [Cl:8][C:5]1[N:4]=[C:3]([O:9][CH3:10])[C:2]([C:13]2[CH:12]=[N:11][CH:16]=[CH:15][CH:14]=2)=[CH:7][N:6]=1. The yield is 0.140. (2) The reactants are [CH3:1][C:2]1[CH:7]=[CH:6][N:5]=[CH:4][C:3]=1[N:8]1[CH2:12][CH2:11][NH:10][C:9]1=[O:13].Br[C:15]1[S:16][CH:17]=[CH:18][C:19]=1[CH3:20].N[C@@H]1CCCC[C@H]1N.P([O-])([O-])([O-])=O.[K+].[K+].[K+]. The catalyst is [Cu](I)I.O1CCOCC1. The product is [CH3:1][C:2]1[CH:7]=[CH:6][N:5]=[CH:4][C:3]=1[N:8]1[CH2:12][CH2:11][N:10]([C:15]2[S:16][CH:17]=[CH:18][C:19]=2[CH3:20])[C:9]1=[O:13]. The yield is 0.567. (3) The reactants are [O:1]1CCC[CH2:2]1.Br[C:7]1[CH:21]=[CH:20][C:10]([CH2:11][O:12][C:13]2[CH:18]=[C:17]([CH3:19])[CH:16]=[CH:15][N:14]=2)=[CH:9][CH:8]=1.C([Li])CCC.CN(C)C=O. The catalyst is O. The product is [CH3:19][C:17]1[CH:16]=[CH:15][N:14]=[C:13]([O:12][CH2:11][C:10]2[CH:20]=[CH:21][C:7]([CH:2]=[O:1])=[CH:8][CH:9]=2)[CH:18]=1. The yield is 0.554. (4) The reactants are [O:1]1[C@H:5]2[O:6][CH2:7][CH2:8][C@H:4]2[C@@H:3]([OH:9])[CH2:2]1.O1[C@H]2OCC[C@H]2[C@H](O)C1.O1[C@@H]2OCC[C@@H]2[C@H](O)C1.O1[C@@H]2OCC[C@@H]2[C@@H](O)C1.P([O-])([O-])(O)=O.[K+].[K+].Cl[O-].[Na+].S([O-])([O-])(=O)=S.[Na+].[Na+].P(=O)(O)(O)O. The catalyst is C(C(C)=O)C.O. The product is [O:1]1[C@H:5]2[O:6][CH2:7][CH2:8][C@H:4]2[C:3](=[O:9])[CH2:2]1. The yield is 0.791. (5) The reactants are [C:1]([O:5][C:6]([NH:8][C:9]1[S:10][C:11]2[CH:17]=[C:16]([O:18][S:19]([C:22]3[CH:27]=[CH:26][C:25](F)=[CH:24][CH:23]=3)(=[O:21])=[O:20])[CH:15]=[CH:14][C:12]=2[N:13]=1)=[O:7])([CH3:4])([CH3:3])[CH3:2].C(=O)([O-])[O-].[Cs+].[Cs+].[NH2:35][CH2:36][C:37]([CH3:40])([OH:39])[CH3:38].O. The catalyst is CS(C)=O. The product is [C:1]([O:5][C:6]([NH:8][C:9]1[S:10][C:11]2[CH:17]=[C:16]([O:18][S:19]([C:22]3[CH:27]=[CH:26][C:25]([NH:35][CH2:36][C:37]([OH:39])([CH3:40])[CH3:38])=[CH:24][CH:23]=3)(=[O:21])=[O:20])[CH:15]=[CH:14][C:12]=2[N:13]=1)=[O:7])([CH3:4])([CH3:3])[CH3:2]. The yield is 0.830. (6) The reactants are [Br:1][C:2]1[CH:7]=[C:6]([F:8])[CH:5]=[CH:4][C:3]=1[C@H:9]1[C:14]([C:15]([O:17][CH2:18][CH3:19])=[O:16])=[C:13]([CH2:20]Br)[NH:12][C:11]([C:22]2[S:23][CH:24]=[CH:25][N:26]=2)=[N:10]1.[NH:27]1[CH2:32][CH2:31][O:30][CH2:29][CH2:28]1. The catalyst is C(O)C. The product is [Br:1][C:2]1[CH:7]=[C:6]([F:8])[CH:5]=[CH:4][C:3]=1[C@H:9]1[C:14]([C:15]([O:17][CH2:18][CH3:19])=[O:16])=[C:13]([CH2:20][N:27]2[CH2:32][CH2:31][O:30][CH2:29][CH2:28]2)[NH:12][C:11]([C:22]2[S:23][CH:24]=[CH:25][N:26]=2)=[N:10]1. The yield is 0.740.